This data is from Peptide-MHC class II binding affinity with 134,281 pairs from IEDB. The task is: Regression. Given a peptide amino acid sequence and an MHC pseudo amino acid sequence, predict their binding affinity value. This is MHC class II binding data. (1) The peptide sequence is YEGQRVVFIQPSPVRD. The MHC is DRB1_1302 with pseudo-sequence DRB1_1302. The binding affinity (normalized) is 0.914. (2) The peptide sequence is TKPEACSGEPVVVHI. The MHC is DRB4_0101 with pseudo-sequence DRB4_0103. The binding affinity (normalized) is 0. (3) The peptide sequence is EPTAAPAEPEAPAPE. The MHC is HLA-DPA10201-DPB10101 with pseudo-sequence HLA-DPA10201-DPB10101. The binding affinity (normalized) is 0. (4) The peptide sequence is AYGSFVRTVSLPVGA. The MHC is DRB1_0401 with pseudo-sequence DRB1_0401. The binding affinity (normalized) is 0.529. (5) The peptide sequence is MVTMLSPMLHHWIKV. The MHC is HLA-DQA10201-DQB10301 with pseudo-sequence HLA-DQA10201-DQB10301. The binding affinity (normalized) is 0.326. (6) The peptide sequence is YDFFLANVSTVLTGK. The MHC is DRB1_0701 with pseudo-sequence DRB1_0701. The binding affinity (normalized) is 0.805. (7) The peptide sequence is AFKVAITAANAAPAN. The MHC is DRB1_0802 with pseudo-sequence DRB1_0802. The binding affinity (normalized) is 0.869.